From a dataset of Reaction yield outcomes from USPTO patents with 853,638 reactions. Predict the reaction yield, written as a fraction of the theoretical maximum amount of product (1.0 means a 100% yield; for example, 0.34 means a 34% yield). (1) The reactants are [CH3:1][NH:2][C:3]1[CH:4]=[C:5]([C:9]2[CH:14]=[CH:13][C:12]([CH:15]=O)=[CH:11][CH:10]=2)[CH:6]=[CH:7][CH:8]=1.[S:17]1[CH2:21][C:20](=[O:22])[NH:19][C:18]1=[O:23]. No catalyst specified. The product is [CH3:1][NH:2][C:3]1[CH:4]=[C:5]([C:9]2[CH:10]=[CH:11][C:12]([CH:15]=[C:21]3[S:17][C:18](=[O:23])[NH:19][C:20]3=[O:22])=[CH:13][CH:14]=2)[CH:6]=[CH:7][CH:8]=1. The yield is 0.910. (2) The reactants are [Cl:1][C:2]1[CH:10]=[CH:9][C:8]([C:11]([F:14])([F:13])[F:12])=[CH:7][C:3]=1[C:4]([OH:6])=[O:5].[C:15](Cl)(=O)C(Cl)=O.CO. The catalyst is ClCCl.CN(C)C=O. The product is [Cl:1][C:2]1[CH:10]=[CH:9][C:8]([C:11]([F:12])([F:13])[F:14])=[CH:7][C:3]=1[C:4]([O:6][CH3:15])=[O:5]. The yield is 0.870. (3) The reactants are [CH2:1]([C:3]1[S:19][C:6]2[NH:7][C:8](=[O:18])[N:9]([C:12]3[CH:16]=[C:15]([CH3:17])[O:14][N:13]=3)[C:10](=[O:11])[C:5]=2[CH:4]=1)[CH3:2].Br[CH2:21][C:22]1[CH:27]=[CH:26][C:25]([C:28]2[CH:33]=[CH:32][CH:31]=[CH:30][C:29]=2[C:34]2[N:38]=[C:37](C(Cl)(Cl)Cl)[O:36][N:35]=2)=[CH:24][CH:23]=1.C(=O)([O-])[O-:44].[K+].[K+].CN(C)C=O. The catalyst is C(OCC)(=O)C. The product is [CH2:1]([C:3]1[S:19][C:6]2[N:7]([CH2:21][C:22]3[CH:27]=[CH:26][C:25]([C:28]4[CH:33]=[CH:32][CH:31]=[CH:30][C:29]=4[C:34]4[NH:38][C:37](=[O:44])[O:36][N:35]=4)=[CH:24][CH:23]=3)[C:8](=[O:18])[N:9]([C:12]3[CH:16]=[C:15]([CH3:17])[O:14][N:13]=3)[C:10](=[O:11])[C:5]=2[CH:4]=1)[CH3:2]. The yield is 0.220. (4) The reactants are [OH-:1].[Na+].S([N:13]1[C:21]2[CH:20]=[CH:19][CH:18]=[CH:17][C:16]=2[C:15]2[CH2:22][N:23](C([O-])=O)[CH2:24][CH2:25][CH2:26][C:14]1=2)(C1C=CC(C)=CC=1)(=O)=O.C(Cl)[Cl:31].[CH3:33][OH:34]. The catalyst is O. The product is [ClH:31].[CH2:15]([O:1][C:25]1[CH:26]=[CH:14][N:13]([C:19]2[CH:18]=[CH:17][C:16]3[C:15]4[CH2:22][NH:23][CH2:24][CH2:25][CH2:26][C:14]=4[NH:13][C:21]=3[CH:20]=2)[C:33](=[O:34])[CH:24]=1)[C:16]1[CH:17]=[CH:18][CH:19]=[CH:20][CH:21]=1. The yield is 0.550.